From a dataset of Forward reaction prediction with 1.9M reactions from USPTO patents (1976-2016). Predict the product of the given reaction. (1) Given the reactants [OH:1][C:2]1[C:3]([CH3:18])=[C:4]2[C:9](=[C:10]([CH3:13])[C:11]=1[CH3:12])[O:8][C:7]([CH3:17])([C:14]([OH:16])=O)[CH2:6][CH2:5]2.C1N=CN(C(N2C=NC=C2)=O)C=1.[NH2:31][CH2:32][CH:33]([OH:35])[CH3:34], predict the reaction product. The product is: [OH:1][C:2]1[C:3]([CH3:18])=[C:4]2[C:9](=[C:10]([CH3:13])[C:11]=1[CH3:12])[O:8][C:7]([CH3:17])([C:14]([NH:31][CH2:32][CH:33]([OH:35])[CH3:34])=[O:16])[CH2:6][CH2:5]2. (2) Given the reactants [CH3:1][C@H:2]1[CH2:7][CH2:6][CH2:5][C@H:4]([CH3:8])[C:3]1=[N:9]O.C(=O)([O-])[O-:12].[Na+].[Na+], predict the reaction product. The product is: [CH3:1][C@H:2]1[CH2:7][CH2:6][CH2:5][C@H:4]([CH3:8])[NH:9][C:3]1=[O:12]. (3) Given the reactants [F:1][C:2]1[CH:18]=[CH:17][C:5]([CH2:6][O:7][C:8]2[CH:14]=[C:13]([CH3:15])[C:11]([NH2:12])=[C:10]([CH3:16])[CH:9]=2)=[CH:4][CH:3]=1.C(N(CC)CC)C.[C:26]([CH2:30][C:31](Cl)=[O:32])([CH3:29])([CH3:28])[CH3:27].O, predict the reaction product. The product is: [F:1][C:2]1[CH:18]=[CH:17][C:5]([CH2:6][O:7][C:8]2[CH:14]=[C:13]([CH3:15])[C:11]([NH:12][C:31](=[O:32])[CH2:30][C:26]([CH3:29])([CH3:28])[CH3:27])=[C:10]([CH3:16])[CH:9]=2)=[CH:4][CH:3]=1. (4) Given the reactants [C:1]1([C@H:7]2[CH2:9][O:8]2)[CH:6]=[CH:5][CH:4]=[CH:3][CH:2]=1.[F:10][C:11]([F:15])([F:14])[CH2:12][OH:13], predict the reaction product. The product is: [C:1]1([CH:7]([O:13][CH2:12][C:11]([F:15])([F:14])[F:10])[CH2:9][OH:8])[CH:2]=[CH:3][CH:4]=[CH:5][CH:6]=1. (5) Given the reactants [CH3:1][O:2][C:3](=[O:19])[C:4]1[CH:9]=[CH:8][CH:7]=[C:6]([CH2:10][N:11]2[C:16](=[O:17])[CH:15]=[CH:14][C:13](Cl)=[N:12]2)[CH:5]=1.C([N:27]1[CH:31]=[C:30](B2OC(C)(C)C(C)(C)O2)[CH:29]=[N:28]1)(OC(C)(C)C)=O.C(=O)([O-])[O-].[K+].[K+], predict the reaction product. The product is: [CH3:1][O:2][C:3](=[O:19])[C:4]1[CH:9]=[CH:8][CH:7]=[C:6]([CH2:10][N:11]2[C:16](=[O:17])[CH:15]=[CH:14][C:13]([C:30]3[CH:31]=[N:27][NH:28][CH:29]=3)=[N:12]2)[CH:5]=1. (6) Given the reactants C([O-])(=O)C.C([O-])(=O)C(C)C.[CH2:11]([OH:33])[C@H:12]1[O:17][C@H:16]([O:18][C@:19]2([CH2:28][OH:29])[O:23][C@H:22]([CH2:24][OH:25])[C@@H:21]([OH:26])[C@@H:20]2[OH:27])[C@H:15]([OH:30])[C@@H:14]([OH:31])[C@@H:13]1[OH:32], predict the reaction product. The product is: [CH2:11]([OH:33])[C@H:12]1[O:17][C@H:16]([O:18][C@:19]2([CH2:28][OH:29])[O:23][C@H:22]([CH2:24][OH:25])[C@@H:21]([OH:26])[C@@H:20]2[OH:27])[C@H:15]([OH:30])[C@@H:14]([OH:31])[C@@H:13]1[OH:32].[C:16]([O:18][C:19](=[O:23])[CH3:20])(=[O:17])[CH3:15]. (7) The product is: [Cl:11][C:9]1[N:10]=[C:3]2[C:2]([C:15]3[CH:14]=[C:13]([Cl:12])[CH:18]=[CH:17][C:16]=3[O:22][CH2:23][CH2:24][CH3:25])=[CH:7][CH:6]=[CH:5][N:4]2[N:8]=1. Given the reactants Br[C:2]1[C:3]2[N:4]([N:8]=[C:9]([Cl:11])[N:10]=2)[CH:5]=[CH:6][CH:7]=1.[Cl:12][C:13]1[CH:14]=[CH:15][C:16]([O:22][CH2:23][CH2:24][CH3:25])=[C:17](B(O)O)[CH:18]=1, predict the reaction product. (8) Given the reactants [C:1]([NH:4][C:5]([CH2:16][CH2:17][C:18]1[CH:23]=[CH:22][C:21]([O:24][C:25]2[CH:30]=[CH:29][C:28]([C:31](=O)[CH2:32][O:33][C:34](=O)[CH2:35][CH2:36][CH3:37])=[CH:27][CH:26]=2)=[CH:20][CH:19]=1)([C:11]([O:13][CH2:14][CH3:15])=[O:12])[C:6]([O:8][CH2:9][CH3:10])=[O:7])(=[O:3])[CH3:2].C([NH2:43])(=O)C.B(F)(F)F.CCOCC, predict the reaction product. The product is: [C:1]([NH:4][C:5]([CH2:16][CH2:17][C:18]1[CH:23]=[CH:22][C:21]([O:24][C:25]2[CH:26]=[CH:27][C:28]([C:31]3[N:43]=[C:34]([CH2:35][CH2:36][CH3:37])[O:33][CH:32]=3)=[CH:29][CH:30]=2)=[CH:20][CH:19]=1)([C:11]([O:13][CH2:14][CH3:15])=[O:12])[C:6]([O:8][CH2:9][CH3:10])=[O:7])(=[O:3])[CH3:2]. (9) Given the reactants Cl.[SH:2][C:3]([CH3:7])([CH3:6])[CH2:4][NH2:5].C(N(CC)CC)C.[N:15]1[CH:20]=[CH:19][N:18]=[C:17]2[C:21](=[O:25])[O:22][C:23](=[O:24])[C:16]=12, predict the reaction product. The product is: [CH3:6][C:3]([SH:2])([CH3:7])[CH2:4][NH:5][C:21]([C:17]1[C:16]([C:23]([OH:24])=[O:22])=[N:15][CH:20]=[CH:19][N:18]=1)=[O:25].